Dataset: Catalyst prediction with 721,799 reactions and 888 catalyst types from USPTO. Task: Predict which catalyst facilitates the given reaction. Reactant: [CH3:1][C:2]1[CH:7]=[C:6]([CH3:8])[CH:5]=[C:4]([N+:9]([O-])=O)[C:3]=1[S:12]([NH:15][C@H:16]([CH2:20][N:21]1[C:29]2[C:24](=[CH:25][CH:26]=[CH:27][CH:28]=2)[C:23]([CH3:30])=[CH:22]1)[CH:17]([CH3:19])[CH3:18])(=[O:14])=[O:13].Cl. Product: [NH2:9][C:4]1[CH:5]=[C:6]([CH3:8])[CH:7]=[C:2]([CH3:1])[C:3]=1[S:12]([NH:15][C@H:16]([CH2:20][N:21]1[C:29]2[C:24](=[CH:25][CH:26]=[CH:27][CH:28]=2)[C:23]([CH3:30])=[CH:22]1)[CH:17]([CH3:18])[CH3:19])(=[O:14])=[O:13]. The catalyst class is: 284.